This data is from Drug-target binding data from BindingDB patent sources. The task is: Regression. Given a target protein amino acid sequence and a drug SMILES string, predict the binding affinity score between them. We predict pAffinity (pAffinity = -log10(affinity in M)). Dataset: bindingdb_patent. (1) The compound is CC(N1CCN(CC1)c1nnc(NC(C)=O)s1)c1ccc2sc(C)nc2c1. The target protein (O60502) has sequence MVQKESQATLEERESELSSNPAASAGASLEPPAAPAPGEDNPAGAGGAAVAGAAGGARRFLCGVVEGFYGRPWVMEQRKELFRRLQKWELNTYLYAPKDDYKHRMFWREMYSVEEAEQLMTLISAAREYEIEFIYAISPGLDITFSNPKEVSTLKRKLDQVSQFGCRSFALLFDDIDHNMCAADKEVFSSFAHAQVSITNEIYQYLGEPETFLFCPTEYCGTFCYPNVSQSPYLRTVGEKLLPGIEVLWTGPKVVSKEIPVESIEEVSKIIKRAPVIWDNIHANDYDQKRLFLGPYKGRSTELIPRLKGVLTNPNCEFEANYVAIHTLATWYKSNMNGVRKDVVMTDSEDSTVSIQIKLENEGSDEDIETDVLYSPQMALKLALTEWLQEFGVPHQYSSRQVAHSGAKASVVDGTPLVAAPSLNATTVVTTVYQEPIMSQGAALSGEPTTLTKEEEKKQPDEEPMDMVVEKQEETDHKNDNQILSEIVEAKMAEELKPMD.... The pAffinity is 7.3. (2) The drug is Cc1c(-c2ccc(cc2)C(=O)N2CCCC2)c(=O)oc2c(C=O)c(O)ccc12. The target protein (O75460) has sequence MPARRLLLLLTLLLPGLGIFGSTSTVTLPETLLFVSTLDGSLHAVSKRTGSIKWTLKEDPVLQVPTHVEEPAFLPDPNDGSLYTLGSKNNEGLTKLPFTIPELVQASPCRSSDGILYMGKKQDIWYVIDLLTGEKQQTLSSAFADSLCPSTSLLYLGRTEYTITMYDTKTRELRWNATYFDYAASLPEDDVDYKMSHFVSNGDGLVVTVDSESGDVLWIQNYASPVVAFYVWQREGLRKVMHINVAVETLRYLTFMSGEVGRITKWKYPFPKETEAKSKLTPTLYVGKYSTSLYASPSMVHEGVAVVPRGSTLPLLEGPQTDGVTIGDKGECVITPSTDVKFDPGLKSKNKLNYLRNYWLLIGHHETPLSASTKMLERFPNNLPKHRENVIPADSEKKSFEEVINLVDQTSENAPTTVSRDVEEKPAHAPARPEAPVDSMLKDMATIILSTFLLIGWVAFIITYPLSMHQQQQLQHQQFQKELEKIQLLQQQQQQLPFHP.... The pAffinity is 6.0. (3) The small molecule is COc1cc(OC)c(F)c(N2Cc3cnc(cc3C3(CC3)C2=O)-c2cc(N)c(F)cc2C)c1F. The target protein (P11362) has sequence MWSWKCLLFWAVLVTATLCTARPSPTLPEQAQPWGAPVEVESFLVHPGDLLQLRCRLRDDVQSINWLRDGVQLAESNRTRITGEEVEVQDSVPADSGLYACVTSSPSGSDTTYFSVNVSDALPSSEDDDDDDDSSSEEKETDNTKPNRMPVAPYWTSPEKMEKKLHAVPAAKTVKFKCPSSGTPNPTLRWLKNGKEFKPDHRIGGYKVRYATWSIIMDSVVPSDKGNYTCIVENEYGSINHTYQLDVVERSPHRPILQAGLPANKTVALGSNVEFMCKVYSDPQPHIQWLKHIEVNGSKIGPDNLPYVQILKTAGVNTTDKEMEVLHLRNVSFEDAGEYTCLAGNSIGLSHHSAWLTVLEALEERPAVMTSPLYLEIIIYCTGAFLISCMVGSVIVYKMKSGTKKSDFHSQMAVHKLAKSIPLRRQVTVSADSSASMNSGVLLVRPSRLSSSGTPMLAGVSEYELPEDPRWELPRDRLVLGKPLGEGCFGQVVLAEAIGL.... The pAffinity is 6.7. (4) The pAffinity is 4.9. The target protein (P43250) has sequence MELENIVANTVLLKAREGGGGNRKGKSKKWRQMLQFPHISQCEELRLSLERDYHSLCERQPIGRLLFREFCATRPELSRCVAFLDGVAEYEVTPDDKRKACGRQLTQNFLSHTGPDLIPEVPRQLVTNCTQRLEQGPCKDLFQELTRLTHEYLSVAPFADYLDSIYFNRFLQWKWLERQPVTKNTFRQYRVLGKGGFGEVCACQVRATGKMYACKKLEKKRIKKRKGEAMALNEKQILEKVNSRFVVSLAYAYETKDALCLVLTLMNGGDLKFHIYHMGQAGFPEARAVFYAAEICCGLEDLHRERIVYRDLKPENILLDDHGHIRISDLGLAVHVPEGQTIKGRVGTVGYMAPEVVKNERYTFSPDWWALGCLLYEMIAGQSPFQQRKKKIKREEVERLVKEVPEEYSERFSPQARSLCSQLLCKDPAERLGCRGGSAREVKEHPLFKKLNFKRLGAGMLEPPFKPDPQAIYCKDVLDIEQFSTVKGVELEPTDQDFYQ.... The compound is NC1=C(C#N)C(c2cccs2)c2ccc(N)cc2O1. (5) The drug is CC(C)C(=O)N1Cc2[nH]nc(C(=O)N3CCC(CC3)c3ccc(F)c(F)c3C(F)(F)F)c2C1. The target protein (P02753) has sequence MKWVWALLLLAALGSGRAERDCRVSSFRVKENFDKARFSGTWYAMAKKDPEGLFLQDNIVAEFSVDETGQMSATAKGRVRLLNNWDVCADMVGTFTDTEDPAKFKMKYWGVASFLQKGNDDHWIVDTDYDTYAVQYSCRLLNLDGTCADSYSFVFSRDPNGLPPEAQKIVRQRQEELCLARQYRLIVHNGYCDGRSERNLL. The pAffinity is 7.7. (6) The compound is C=CC(=O)Nc1cccc(c1)-n1c2c(ccc1=O)cnc1ccc(cc21)-c1cn[nH]c1. The target protein (P51813) has sequence MDTKSILEELLLKRSQQKKKMSPNNYKERLFVLTKTNLSYYEYDKMKRGSRKGSIEIKKIRCVEKVNLEEQTPVERQYPFQIVYKDGLLYVYASNEESRSQWLKALQKEIRGNPHLLVKYHSGFFVDGKFLCCQQSCKAAPGCTLWEAYANLHTAVNEEKHRVPTFPDRVLKIPRAVPVLKMDAPSSSTTLAQYDNESKKNYGSQPPSSSTSLAQYDSNSKKIYGSQPNFNMQYIPREDFPDWWQVRKLKSSSSSEDVASSNQKERNVNHTTSKISWEFPESSSSEEEENLDDYDWFAGNISRSQSEQLLRQKGKEGAFMVRNSSQVGMYTVSLFSKAVNDKKGTVKHYHVHTNAENKLYLAENYCFDSIPKLIHYHQHNSAGMITRLRHPVSTKANKVPDSVSLGNGIWELKREEITLLKELGSGQFGVVQLGKWKGQYDVAVKMIKEGSMSEDEFFQEAQTMMKLSHPKLVKFYGVCSKEYPIYIVTEYISNGCLLNY.... The pAffinity is 8.0. (7) The drug is CNc1nnc(s1)-c1ccc2[nH]cc(-c3ccnc(n3)N3CCOCC3)c2c1. The target protein (Q9P1W9) has sequence MLTKPLQGPPAPPGTPTPPPGGKDREAFEAEYRLGPLLGKGGFGTVFAGHRLTDRLQVAIKVIPRNRVLGWSPLSDSVTCPLEVALLWKVGAGGGHPGVIRLLDWFETQEGFMLVLERPLPAQDLFDYITEKGPLGEGPSRCFFGQVVAAIQHCHSRGVVHRDIKDENILIDLRRGCAKLIDFGSGALLHDEPYTDFDGTRVYSPPEWISRHQYHALPATVWSLGILLYDMVCGDIPFERDQEILEAELHFPAHVSPDCCALIRRCLAPKPSSRPSLEEILLDPWMQTPAEDVPLNPSKGGPAPLAWSLLP. The pAffinity is 7.1. (8) The compound is CN(C)C[C@H]1CC[C@@H](CC1)c1nc(-c2ccc(Oc3ccccc3)cc2)c2c(N)ncnn12. The target protein (Q07912) has sequence MQPEEGTGWLLELLSEVQLQQYFLRLRDDLNVTRLSHFEYVKNEDLEKIGMGRPGQRRLWEAVKRRKALCKRKSWMSKVFSGKRLEAEFPPHHSQSTFRKTSPAPGGPAGEGPLQSLTCLIGEKDLRLLEKLGDGSFGVVRRGEWDAPSGKTVSVAVKCLKPDVLSQPEAMDDFIREVNAMHSLDHRNLIRLYGVVLTPPMKMVTELAPLGSLLDRLRKHQGHFLLGTLSRYAVQVAEGMGYLESKRFIHRDLAARNLLLATRDLVKIGDFGLMRALPQNDDHYVMQEHRKVPFAWCAPESLKTRTFSHASDTWMFGVTLWEMFTYGQEPWIGLNGSQILHKIDKEGERLPRPEDCPQDIYNVMVQCWAHKPEDRPTFVALRDFLLEAQPTDMRALQDFEEPDKLHIQMNDVITVIEGRAENYWWRGQNTRTLCVGPFPRNVVTSVAGLSAQDISQPLQNSFIHTGHGDSDPRHCWGFPDRIDELYLGNPMDPPDLLSVE.... The pAffinity is 6.4.